From a dataset of Forward reaction prediction with 1.9M reactions from USPTO patents (1976-2016). Predict the product of the given reaction. (1) Given the reactants [C:1](=[O:27])(OC1C=CC([N+]([O-])=O)=CC=1)[O:2][CH2:3][CH:4]1[CH2:9][CH2:8][N:7]([CH2:10][C:11]2[CH:16]=[CH:15][CH:14]=[CH:13][CH:12]=2)[CH2:6][CH2:5]1.CCN(CC)CC.[NH:35]1[CH2:40][CH2:39][O:38][CH2:37][CH2:36]1.[ClH:41], predict the reaction product. The product is: [ClH:41].[N:35]1([C:1]([O:2][CH2:3][CH:4]2[CH2:5][CH2:6][N:7]([CH2:10][C:11]3[CH:12]=[CH:13][CH:14]=[CH:15][CH:16]=3)[CH2:8][CH2:9]2)=[O:27])[CH2:40][CH2:39][O:38][CH2:37][CH2:36]1. (2) Given the reactants Br[C:2]1[CH:7]=[CH:6][C:5]([CH3:8])=[CH:4][N:3]=1.[NH2:9][CH:10]1[CH2:15][CH2:14][N:13]([CH2:16][C:17]2[CH:22]=[CH:21][CH:20]=[CH:19][CH:18]=2)[CH2:12][CH2:11]1, predict the reaction product. The product is: [CH2:16]([N:13]1[CH2:14][CH2:15][CH:10]([NH:9][C:2]2[CH:7]=[CH:6][C:5]([CH3:8])=[CH:4][N:3]=2)[CH2:11][CH2:12]1)[C:17]1[CH:18]=[CH:19][CH:20]=[CH:21][CH:22]=1. (3) Given the reactants Cl.[C:2]1([N:12]2[CH:17](C)[CH2:16][CH2:15][C:14]3([CH2:23][CH2:22][NH:21][CH2:20][CH2:19]3)[C:13]2=[O:24])[C:11]2[C:6](=[CH:7][CH:8]=[CH:9][CH:10]=2)[CH:5]=[CH:4][CH:3]=1.Cl[C:26]1[CH:35]=[N:34][C:33]2[C:28](=[CH:29][CH:30]=[CH:31][CH:32]=2)[N:27]=1.[CH2:36](N(CC)CC)C, predict the reaction product. The product is: [C:11]1([CH2:2][N:12]2[CH2:17][CH2:16][CH2:15][C:14]3([CH2:19][CH2:20][N:21]([C:26]4[CH:35]=[N:34][C:33]5[C:28](=[CH:29][CH:30]=[CH:31][CH:32]=5)[N:27]=4)[CH2:22][CH2:23]3)[C:13]2=[O:24])[C:6]2[C:7](=[CH:8][CH:3]=[CH:4][CH:5]=2)[CH:36]=[CH:9][CH:10]=1. (4) The product is: [CH3:12][O:13][C:14]1[CH:19]=[CH:18][C:17]([CH2:20][N:21]2[C:8](=[O:10])[CH2:7][CH:2]([C:3]([O:5][CH3:6])=[O:4])[CH2:1]2)=[CH:16][CH:15]=1. Given the reactants [CH2:1]=[C:2]([CH2:7][C:8]([O:10]C)=O)[C:3]([O:5][CH3:6])=[O:4].[CH3:12][O:13][C:14]1[CH:19]=[CH:18][C:17]([CH2:20][NH2:21])=[CH:16][CH:15]=1, predict the reaction product. (5) Given the reactants [CH2:1]([O:13][C:14]1[C:15]2[S:42][CH:41]=[CH:40][C:16]=2[C:17]2[CH:18]=[C:19]([O:27][CH2:28][CH2:29][CH2:30][CH2:31][CH2:32][CH2:33][CH2:34][CH2:35][CH2:36][CH2:37][CH2:38][CH3:39])[C:20]3[S:26][CH:25]=[CH:24][C:21]=3[C:22]=2[CH:23]=1)[CH2:2][CH2:3][CH2:4][CH2:5][CH2:6][CH2:7][CH2:8][CH2:9][CH2:10][CH2:11][CH3:12].C1COCC1.[Li+].CCC[CH2-].[CH3:53][Sn:54](Cl)([CH3:56])[CH3:55], predict the reaction product. The product is: [CH2:28]([O:27][C:19]1[C:20]2[S:26][C:25]([Sn:54]([CH3:56])([CH3:55])[CH3:53])=[CH:24][C:21]=2[C:22]2[CH:23]=[C:14]([O:13][CH2:1][CH2:2][CH2:3][CH2:4][CH2:5][CH2:6][CH2:7][CH2:8][CH2:9][CH2:10][CH2:11][CH3:12])[C:15]3[S:42][C:41]([Sn:54]([CH3:56])([CH3:55])[CH3:53])=[CH:40][C:16]=3[C:17]=2[CH:18]=1)[CH2:29][CH2:30][CH2:31][CH2:32][CH2:33][CH2:34][CH2:35][CH2:36][CH2:37][CH2:38][CH3:39]. (6) Given the reactants [C:1]([O:5][C:6]([N:8]1[CH2:13][CH:12]=[C:11]([C:14]2[CH:19]=[CH:18][C:17]([NH:20][C:21]([O:23][C:24]([CH3:27])([CH3:26])[CH3:25])=[O:22])=[C:16]([N+:28]([O-])=O)[CH:15]=2)[CH2:10][CH2:9]1)=[O:7])([CH3:4])([CH3:3])[CH3:2], predict the reaction product. The product is: [C:1]([O:5][C:6]([N:8]1[CH2:9][CH:10]=[C:11]([C:14]2[CH:19]=[CH:18][C:17]([NH:20][C:21]([O:23][C:24]([CH3:27])([CH3:26])[CH3:25])=[O:22])=[C:16]([NH2:28])[CH:15]=2)[CH2:12][CH2:13]1)=[O:7])([CH3:4])([CH3:3])[CH3:2]. (7) Given the reactants Cl[C:2]1[N:3]=[C:4]([N:25]2[CH2:30][CH2:29][O:28][CH2:27][CH2:26]2)[C:5]2[S:10][C:9]([CH2:11][N:12]3[CH2:17][CH2:16][C:15]([C:19]4[CH:24]=[CH:23][CH:22]=[CH:21][CH:20]=4)([OH:18])[CH2:14][CH2:13]3)=[CH:8][C:6]=2[N:7]=1.[NH2:31][C:32]1[N:37]=[CH:36][C:35](B(O)O)=[CH:34][N:33]=1, predict the reaction product. The product is: [NH2:31][C:32]1[N:37]=[CH:36][C:35]([C:2]2[N:3]=[C:4]([N:25]3[CH2:30][CH2:29][O:28][CH2:27][CH2:26]3)[C:5]3[S:10][C:9]([CH2:11][N:12]4[CH2:17][CH2:16][C:15]([C:19]5[CH:24]=[CH:23][CH:22]=[CH:21][CH:20]=5)([OH:18])[CH2:14][CH2:13]4)=[CH:8][C:6]=3[N:7]=2)=[CH:34][N:33]=1. (8) Given the reactants CC1(C)C(C)(C)OB([C:9]2[CH2:14][CH2:13][N:12]([C:15]([O:17][C:18]([CH3:21])([CH3:20])[CH3:19])=[O:16])[CH2:11][CH:10]=2)O1.Br[C:24]1[CH:29]=[CH:28][C:27]([F:30])=[C:26]([F:31])[C:25]=1[C:32]([F:35])([F:34])[F:33].C([O-])([O-])=O.[Na+].[Na+], predict the reaction product. The product is: [F:31][C:26]1[C:25]([C:32]([F:35])([F:33])[F:34])=[C:24]([C:9]2[CH2:14][CH2:13][N:12]([C:15]([O:17][C:18]([CH3:19])([CH3:20])[CH3:21])=[O:16])[CH2:11][CH:10]=2)[CH:29]=[CH:28][C:27]=1[F:30]. (9) Given the reactants Cl[CH2:2][C:3]([NH:5][C:6]1[CH:11]=[CH:10][CH:9]=[C:8]([Cl:12])[C:7]=1[Cl:13])=[O:4].[Al+3].[Cl-].[Cl-].[Cl-], predict the reaction product. The product is: [Cl:12][C:8]1[C:7]([Cl:13])=[C:6]2[C:11]([CH2:2][C:3](=[O:4])[NH:5]2)=[CH:10][CH:9]=1. (10) The product is: [Br:8][C:9]1[CH:10]=[CH:11][CH:12]=[C:13]([CH2:15][N:5]2[CH2:6][CH2:7][CH:2]([OH:1])[CH2:3][CH2:4]2)[N:14]=1. Given the reactants [OH:1][CH:2]1[CH2:7][CH2:6][NH:5][CH2:4][CH2:3]1.[Br:8][C:9]1[N:14]=[C:13]([CH:15]=O)[CH:12]=[CH:11][CH:10]=1, predict the reaction product.